From a dataset of Catalyst prediction with 721,799 reactions and 888 catalyst types from USPTO. Predict which catalyst facilitates the given reaction. Reactant: [F:1][C:2]1[CH:3]=[C:4]([CH2:12]C(O)=O)[CH:5]=[C:6]([F:11])[C:7]=1[N+:8]([O-:10])=[O:9].C(=O)([O-])[O-].[K+].[K+]. Product: [F:1][C:2]1[CH:3]=[C:4]([CH3:12])[CH:5]=[C:6]([F:11])[C:7]=1[N+:8]([O-:10])=[O:9]. The catalyst class is: 9.